Dataset: NCI-60 drug combinations with 297,098 pairs across 59 cell lines. Task: Regression. Given two drug SMILES strings and cell line genomic features, predict the synergy score measuring deviation from expected non-interaction effect. (1) Drug 1: CC1=C(C(CCC1)(C)C)C=CC(=CC=CC(=CC(=O)O)C)C. Drug 2: C1CN1C2=NC(=NC(=N2)N3CC3)N4CC4. Cell line: SNB-19. Synergy scores: CSS=8.86, Synergy_ZIP=-8.74, Synergy_Bliss=0.183, Synergy_Loewe=-16.6, Synergy_HSA=-2.85. (2) Drug 1: C#CCC(CC1=CN=C2C(=N1)C(=NC(=N2)N)N)C3=CC=C(C=C3)C(=O)NC(CCC(=O)O)C(=O)O. Cell line: SR. Drug 2: CC(C)NC(=O)C1=CC=C(C=C1)CNNC.Cl. Synergy scores: CSS=2.80, Synergy_ZIP=-0.831, Synergy_Bliss=-2.72, Synergy_Loewe=-6.38, Synergy_HSA=-3.49. (3) Drug 1: CCCS(=O)(=O)NC1=C(C(=C(C=C1)F)C(=O)C2=CNC3=C2C=C(C=N3)C4=CC=C(C=C4)Cl)F. Drug 2: C1=NC2=C(N1)C(=S)N=C(N2)N. Cell line: SNB-19. Synergy scores: CSS=0.195, Synergy_ZIP=-0.0852, Synergy_Bliss=3.35, Synergy_Loewe=-2.65, Synergy_HSA=0.468. (4) Drug 1: C1CN1P(=S)(N2CC2)N3CC3. Drug 2: CCCCCOC(=O)NC1=NC(=O)N(C=C1F)C2C(C(C(O2)C)O)O. Cell line: EKVX. Synergy scores: CSS=3.08, Synergy_ZIP=-0.644, Synergy_Bliss=1.67, Synergy_Loewe=-2.23, Synergy_HSA=-0.797. (5) Drug 1: C#CCC(CC1=CN=C2C(=N1)C(=NC(=N2)N)N)C3=CC=C(C=C3)C(=O)NC(CCC(=O)O)C(=O)O. Drug 2: CC12CCC3C(C1CCC2OP(=O)(O)O)CCC4=C3C=CC(=C4)OC(=O)N(CCCl)CCCl.[Na+]. Cell line: MCF7. Synergy scores: CSS=-11.2, Synergy_ZIP=6.00, Synergy_Bliss=2.31, Synergy_Loewe=-10.8, Synergy_HSA=-6.46. (6) Drug 1: CN1CCC(CC1)COC2=C(C=C3C(=C2)N=CN=C3NC4=C(C=C(C=C4)Br)F)OC. Drug 2: CC(C1=C(C=CC(=C1Cl)F)Cl)OC2=C(N=CC(=C2)C3=CN(N=C3)C4CCNCC4)N. Cell line: K-562. Synergy scores: CSS=70.8, Synergy_ZIP=0.960, Synergy_Bliss=1.23, Synergy_Loewe=-6.91, Synergy_HSA=1.82.